This data is from Drug-target binding data from BindingDB using IC50 measurements. The task is: Regression. Given a target protein amino acid sequence and a drug SMILES string, predict the binding affinity score between them. We predict pIC50 (pIC50 = -log10(IC50 in M); higher means more potent). Dataset: bindingdb_ic50. (1) The drug is O=C(/C=C/c1cccc(O)c1)c1cccnc1. The target protein (P04798) has sequence MLFPISMSATEFLLASVIFCLVFWVIRASRPQVPKGLKNPPGPWGWPLIGHMLTLGKNPHLALSRMSQQYGDVLQIRIGSTPVVVLSGLDTIRQALVRQGDDFKGRPDLYTFTLISNGQSMSFSPDSGPVWAARRRLAQNGLKSFSIASDPASSTSCYLEEHVSKEAEVLISTLQELMAGPGHFNPYRYVVVSVTNVICAICFGRRYDHNHQELLSLVNLNNNFGEVVGSGNPADFIPILRYLPNPSLNAFKDLNEKFYSFMQKMVKEHYKTFEKGHIRDITDSLIEHCQEKQLDENANVQLSDEKIINIVLDLFGAGFDTVTTAISWSLMYLVMNPRVQRKIQEELDTVIGRSRRPRLSDRSHLPYMEAFILETFRHSSFVPFTIPHSTTRDTSLKGFYIPKGRCVFVNQWQINHDQKLWVNPSEFLPERFLTPDGAIDKVLSEKVIIFGMGKRKCIGETIARWEVFLFLAILLQRVEFSVPLGVKVDMTPIYGLTMKH.... The pIC50 is 4.6. (2) The pIC50 is 4.2. The target protein sequence is MDVKNRTAVTEFIFLGFPGSSSLQLPLFMIFLIVYLLSLMGNTLIIFLILMDSTLQTPMYIFLGNLSFLEIWYTTATVPKLLATCVTKVVTIPVAGCITQYYFFFSLGATECILLAVMAYDRHVAVCRPLHYSLLMSVHICLRFAAASWIGGFIAPLLPTILVSQLNFCGPQKINHFFCDSDPIFKLSCSDTFLVEALGYTCTSVVILSSFLLTMSSYGNIVVTIIRLSSREARKKTFSTCASHLTVVTMYYGTIIFAYVRPPAKYNFTIGKVVSVFYCVITPLVNPLTYTLRNKDVMKAFQKFLSQKRFLSGKTMHAV. The small molecule is O=CC1CCCCCC1. (3) The compound is C=CCOc1ccc(CCC(=O)c2ccc(C(=O)N[C@@H](Cc3ccc(OCC=C)cc3)C(=O)N[C@@H](CC(C)C)B3O[C@@H]4C[C@@H]5C[C@@H](C5(C)C)[C@]4(C)O3)[nH]2)cc1. The target protein (P28063) has sequence MALLDLCGAARGQRPEWAALDAGSGGRSDPGHYSFSAQAPELALPRGMQPTAFLRSFGGDQERNVQIEMAHGTTTLAFKFQHGVIVAVDSRATAGSYISSLRMNKVIEINPYLLGTMSGCAADCQYWERLLAKECRLYYLRNGERISVSAASKLLSNMMLQYRGMGLSMGSMICGWDKKGPGLYYVDDNGTRLSGQMFSTGSGNTYAYGVMDSGYRQDLSPEEAYDLGRRAIAYATHRDNYSGGVVNMYHMKEDGWVKVESSDVSDLLYKYGEAAL. The pIC50 is 6.3. (4) The pIC50 is 7.0. The compound is CCCCN(Cc1ccc(OCCN2C(=O)CCC2=O)c(F)c1)C(CC(=O)O)c1ccc(Cl)c(F)c1. The target protein (P02778) has sequence MNQTAILICCLIFLTLSGIQGVPLSRTVRCTCISISNQPVNPRSLEKLEIIPASQFCPRVEIIATMKKKGEKRCLNPESKAIKNLLKAVSKERSKRSP. (5) The small molecule is Nc1ncnc2c1ncn2C1O[C@H](COP(=O)(O)OP(=O)(O)OCC2CCCN2)[C@@H](O)[C@H]1O. The target protein (O02776) has sequence MSAGPGCEPCTKRPRWDAAATSPPAASDARSFPGRQRRVLDSKDAPVQFRVPPSSSGCALGRAGQHRGSATSLVFKQKTITSWMDTKGIKTVESESLHSKENNNTREESMMSSVQKDNFYQHNMEKLENVSQLGFDKSPVEKGTQYLKQHQTAAMCKWQNEGPHSERLLESEPPAVTLVPEQFSNANVDQSSPKDDHSDTNSEESRDNQQFLTHVKLANAKQTMEDEQGREARSHQKCGKACHPAEACAGCQQEETDVVSESPLSDTGSEDVGTGLKNANRLNRQESSLGNSPPFEKESEPESPMDVDNSKNSCQDSEADEETSPGFDEQEDSSSAQTANKPSRFQPREADTELRKRSSAKGGEIRLHFQFEGGESRAGMNDVNAKRPGSTSSLNVECRNSKQHGRKDSKITDHFMRVPKAEDKRKEQCEMKHQRTERKIPKYIPPHLSPDKKWLGTPIEEMRRMPRCGIRLPPLRPSANHTVTIRVDLLRIGEVPKPFP.... The pIC50 is 4.7. (6) The compound is CC(=O)O[C@H]1C(=O)[C@]2(C)[C@@H](O)C[C@H]3OC[C@@]3(OC(C)=O)[C@H]2[C@H](OC(=O)c2ccccc2)[C@]2(O)C[C@H](OC(=O)[C@H](O)[C@@H](NC(=O)c3ccccc3)c3ccccc3)C(C)=C1C2(C)C. The target protein (P36537) has sequence MALKWTTVLLIQLSFYFSSGSCGKVLVWAAEYSLWMNMKTILKELVQRGHEVTVLASSASILFDPNDSSTLKLEVYPTSLTKTEFENIIMQLVKRLSEIQKDTFWLPFSQEQEILWAINDIIRNFCKDVVSNKKLMKKLQESRFDIVFADAYLPCGELLAELFNIPFVYSHSFSPGYSFERHSGGFIFPPSYVPVVMSKLSDQMTFMERVKNMLYVLYFDFWFQIFNMKKWDQFYSEVLGRPTTLSETMRKADIWLMRNSWNFKFPHPFLPNVDFVGGLHCKPAKPLPKEMEEFVQSSGENGVVVFSLGSMVSNMTEERANVIATALAKIPQKVLWRFDGNKPDALGLNTRLYKWIPQNDLLGHPKTRAFITHGGANGIYEAIYHGIPMVGIPLFFDQPDNIAHMKAKGAAVRVDFNTMSSTDLLNALKTVINDPSYKENIMKLSRIQHDQPVKPLDRAVFWIEFVMRHKGAKHLRVAAHNLTWFQYHSLDVIGFLLACV.... The pIC50 is 3.5.